From a dataset of Reaction yield outcomes from USPTO patents with 853,638 reactions. Predict the reaction yield, written as a fraction of the theoretical maximum amount of product (1.0 means a 100% yield; for example, 0.34 means a 34% yield). The reactants are C([O:9][CH:10]1[CH2:15][CH2:14][C:13]([F:17])([F:16])[CH2:12][CH2:11]1)(=O)C1C=CC=CC=1.[OH-].[Na+].C(O)C.C(OCC)(=O)C. The catalyst is O. The product is [F:16][C:13]1([F:17])[CH2:14][CH2:15][CH:10]([OH:9])[CH2:11][CH2:12]1. The yield is 0.900.